From a dataset of Catalyst prediction with 721,799 reactions and 888 catalyst types from USPTO. Predict which catalyst facilitates the given reaction. (1) Reactant: C([O:3][C:4]([C:6]1[CH:10]=[CH:9][N:8]([CH:11]([CH3:13])[CH3:12])[C:7]=1[CH:14]([NH:23][C:24]1[CH:29]=[CH:28][CH:27]=[C:26]([Cl:30])[C:25]=1[F:31])[C:15]1[CH:20]=[CH:19][C:18]([Cl:21])=[CH:17][C:16]=1[CH3:22])=[O:5])C.[Li+].[OH-]. Product: [Cl:30][C:26]1[C:25]([F:31])=[C:24]([NH:23][CH:14]([C:15]2[CH:20]=[CH:19][C:18]([Cl:21])=[CH:17][C:16]=2[CH3:22])[C:7]2[N:8]([CH:11]([CH3:13])[CH3:12])[CH:9]=[CH:10][C:6]=2[C:4]([OH:5])=[O:3])[CH:29]=[CH:28][CH:27]=1. The catalyst class is: 12. (2) Reactant: [CH3:1][N:2](C)[OH:3].[CH3:5][Al](C)C.C(O[C:12]([CH:14]1[O:19][CH2:18][CH2:17][N:16]([CH2:20][C:21]2[CH:26]=[CH:25][CH:24]=[CH:23][CH:22]=2)[CH2:15]1)=[O:13])C. Product: [CH3:5][O:3][N:2]([CH3:1])[C:12]([CH:14]1[O:19][CH2:18][CH2:17][N:16]([CH2:20][C:21]2[CH:22]=[CH:23][CH:24]=[CH:25][CH:26]=2)[CH2:15]1)=[O:13]. The catalyst class is: 2. (3) Reactant: [CH2:1]([C@H:3]1[N:6]([C:7]2[CH:12]=[CH:11][C:10]([C:13]([F:16])([F:15])[F:14])=[CH:9][CH:8]=2)[C:5](=[O:17])[CH2:4]1)[CH3:2].[C:18](=[O:22])([O:20][CH3:21])[NH2:19].CC(C)([O-])C.[Li+].O1CCCC1.O. Product: [F:14][C:13]([F:16])([F:15])[C:10]1[CH:11]=[CH:12][C:7]([NH:6][C@H:3]([CH2:1][CH3:2])[CH2:4][C:5]([NH:19][C:18](=[O:22])[O:20][CH3:21])=[O:17])=[CH:8][CH:9]=1. The catalyst class is: 207.